This data is from Aqueous solubility values for 9,982 compounds from the AqSolDB database. The task is: Regression/Classification. Given a drug SMILES string, predict its absorption, distribution, metabolism, or excretion properties. Task type varies by dataset: regression for continuous measurements (e.g., permeability, clearance, half-life) or binary classification for categorical outcomes (e.g., BBB penetration, CYP inhibition). For this dataset (solubility_aqsoldb), we predict Y. The molecule is N=C(c1ccccc1)c1ccccc1. The Y is -2.78 log mol/L.